Dataset: Full USPTO retrosynthesis dataset with 1.9M reactions from patents (1976-2016). Task: Predict the reactants needed to synthesize the given product. Given the product [N:15]1([C@H:21]2[CH2:29][C:24]3[C:23](=[CH:28][CH:27]=[CH:26][CH:25]=3)[C@@H:22]2[O:30][C:32]2[CH:33]=[C:34]([NH:38][C:39](=[O:41])[CH3:40])[CH:35]=[CH:36][CH:37]=2)[CH2:16][CH2:17][CH2:18][CH2:19][CH2:20]1, predict the reactants needed to synthesize it. The reactants are: CC(OC(/N=N/C(OC(C)C)=O)=O)C.[N:15]1([C@@H:21]2[C:29]3[C:24](=[CH:25][CH:26]=[CH:27][CH:28]=3)[CH2:23][C@H:22]2[OH:30])[CH2:20][CH2:19][CH2:18][CH2:17][CH2:16]1.O[C:32]1[CH:33]=[C:34]([NH:38][C:39](=[O:41])[CH3:40])[CH:35]=[CH:36][CH:37]=1.C1C=CC(P(C2C=CC=CC=2)C2C=CC=CC=2)=CC=1.